Dataset: Full USPTO retrosynthesis dataset with 1.9M reactions from patents (1976-2016). Task: Predict the reactants needed to synthesize the given product. (1) Given the product [C:23]([C:27]1[CH:32]=[CH:31][C:30]([S:33]([N:11]2[CH2:10][CH2:9][N:8]([C:3]3[C:2]([Cl:1])=[CH:7][CH:6]=[CH:5][N:4]=3)[CH2:13][CH2:12]2)(=[O:35])=[O:34])=[CH:29][CH:28]=1)([CH3:26])([CH3:24])[CH3:25], predict the reactants needed to synthesize it. The reactants are: [Cl:1][C:2]1[C:3]([N:8]2[CH2:13][CH2:12][NH:11][CH2:10][CH2:9]2)=[N:4][CH:5]=[CH:6][CH:7]=1.C(N(C(C)C)CC)(C)C.[C:23]([C:27]1[CH:32]=[CH:31][C:30]([S:33](Cl)(=[O:35])=[O:34])=[CH:29][CH:28]=1)([CH3:26])([CH3:25])[CH3:24]. (2) Given the product [CH2:3]([O:10][C:11]1[CH:20]=[C:19]([I:21])[CH:18]=[CH:17][C:12]=1[C:13]([OH:15])=[O:14])[C:4]1[CH:5]=[CH:6][CH:7]=[CH:8][CH:9]=1, predict the reactants needed to synthesize it. The reactants are: [OH-].[Na+].[CH2:3]([O:10][C:11]1[CH:20]=[C:19]([I:21])[CH:18]=[CH:17][C:12]=1[C:13]([O:15]C)=[O:14])[C:4]1[CH:9]=[CH:8][CH:7]=[CH:6][CH:5]=1. (3) Given the product [CH2:4]([O:6][C:7]([C:8]1[CH:9]=[C:10]([CH2:11][CH2:12][C:13]2[CH:18]=[CH:17][C:16]([Cl:19])=[CH:15][CH:14]=2)[NH:3][N:2]=1)=[O:22])[CH3:5], predict the reactants needed to synthesize it. The reactants are: O.[NH2:2][NH2:3].[CH2:4]([O:6][C:7](=[O:22])[C:8](=O)[CH2:9][C:10](=O)[CH2:11][CH2:12][C:13]1[CH:18]=[CH:17][C:16]([Cl:19])=[CH:15][CH:14]=1)[CH3:5]. (4) Given the product [Cl:23][C:20]1[CH:19]=[CH:18][C:17]([C:15]([C:11]2[C:10]([CH2:24][C:25]([CH3:31])([CH3:32])[C:26]([O:28][CH2:29][CH3:30])=[O:27])=[C:9]([C:33](=[O:38])[C:34]([CH3:36])([CH3:37])[CH3:35])[N:8]3[C:12]=2[CH:13]=[CH:14][C:6]([OH:5])=[CH:7]3)=[O:16])=[CH:22][CH:21]=1, predict the reactants needed to synthesize it. The reactants are: C([O:5][C:6]1[CH:14]=[CH:13][C:12]2[N:8]([C:9]([C:33](=[O:38])[C:34]([CH3:37])([CH3:36])[CH3:35])=[C:10]([CH2:24][C:25]([CH3:32])([CH3:31])[C:26]([O:28][CH2:29][CH3:30])=[O:27])[C:11]=2[C:15]([C:17]2[CH:22]=[CH:21][C:20]([Cl:23])=[CH:19][CH:18]=2)=[O:16])[CH:7]=1)(C)(C)C.[Cl-].[Al+3].[Cl-].[Cl-].[C@H](O)(C([O-])=O)[C@@H](O)C([O-])=O.[Na+].[K+]. (5) Given the product [CH:28]1([C:29]([N:30]2[CH2:31][CH2:68][N:59]([C:20]([C:15]3[CH:14]=[C:13]([CH:18]=[CH:17][C:16]=3[F:50])[CH2:12][N:8]3[C:9]4[C:4](=[CH:3][C:2]([F:1])=[CH:11][CH:10]=4)[C:5](=[O:24])[NH:6][C:7]3=[O:23])=[O:22])[CH2:58][CH2:57]2)=[O:37])[CH2:27][CH2:35][CH2:34][CH2:33]1, predict the reactants needed to synthesize it. The reactants are: [F:1][C:2]1[CH:3]=[C:4]2[C:9](=[CH:10][CH:11]=1)[N:8]([CH2:12][C:13]1[C:18](F)=[CH:17][CH:16]=[C:15]([C:20]([OH:22])=O)[CH:14]=1)[C:7](=[O:23])[NH:6][C:5]2=[O:24].FC1[CH:27]=[C:28]2[C:33](=[CH:34][CH:35]=1)N[C:31](=O)[NH:30][C:29]2=[O:37].BrCC1C=C(C=CC=1[F:50])C(OC)=O.COC(C1C=[C:57](C=CC=1)[CH2:58][N:59]1[C:68]2[C:57](=CC=CC=2)[C:58](=O)[NH:59][C:68]1=O)=O.N1CCCCC1. (6) Given the product [C:29]12([C:27]([O:26][CH:21]([C:22]([F:25])([F:23])[F:24])[C:20]([F:19])([F:43])[S:39]([O-:42])(=[O:40])=[O:41])=[O:28])[CH2:30][CH:31]3[CH2:37][CH:35]([CH2:34][CH:33]([CH2:32]3)[CH2:38]1)[CH2:36]2.[OH:11][C:1]1[C:10]2[C:5](=[CH:6][CH:7]=[CH:8][CH:9]=2)[C:4]([S+:16]2[CH2:12][CH2:13][CH2:14][CH2:15]2)=[CH:3][CH:2]=1, predict the reactants needed to synthesize it. The reactants are: [C:1]1([OH:11])[C:10]2[C:5](=[CH:6][CH:7]=[CH:8][CH:9]=2)[CH:4]=[CH:3][CH:2]=1.[CH2:12]1[S:16](=O)[CH2:15][CH2:14][CH2:13]1.Cl.[F:19][C:20]([F:43])([S:39]([O-:42])(=[O:41])=[O:40])[CH:21]([O:26][C:27]([C:29]12[CH2:38][CH:33]3[CH2:34][CH:35]([CH2:37][CH:31]([CH2:32]3)[CH2:30]1)[CH2:36]2)=[O:28])[C:22]([F:25])([F:24])[F:23].[Na+].